Task: Predict the product of the given reaction.. Dataset: Forward reaction prediction with 1.9M reactions from USPTO patents (1976-2016) (1) Given the reactants [Cl:1][C:2]1[CH:10]=[C:9]2[C:5]([C:6]([C:12]3[N:13]=[C:14]4[C:20]([C:21](O)=[O:22])=[CH:19][N:18]([CH2:24][O:25][CH2:26][CH2:27][Si:28]([CH3:31])([CH3:30])[CH3:29])[C:15]4=[N:16][CH:17]=3)=[N:7][N:8]2[CH3:11])=[CH:4][CH:3]=1.Cl.Cl.[O:34]1[CH:38]=[CH:37][N:36]=[C:35]1[CH:39]([NH2:41])[CH3:40].C(N(CC)C(C)C)(C)C.CN(C(ON1N=NC2C=CC=NC1=2)=[N+](C)C)C.F[P-](F)(F)(F)(F)F, predict the reaction product. The product is: [O:34]1[CH:38]=[CH:37][N:36]=[C:35]1[CH:39]([NH:41][C:21]([C:20]1[C:14]2[C:15](=[N:16][CH:17]=[C:12]([C:6]3[C:5]4[C:9](=[CH:10][C:2]([Cl:1])=[CH:3][CH:4]=4)[N:8]([CH3:11])[N:7]=3)[N:13]=2)[N:18]([CH2:24][O:25][CH2:26][CH2:27][Si:28]([CH3:30])([CH3:29])[CH3:31])[CH:19]=1)=[O:22])[CH3:40]. (2) Given the reactants CNCCNC.[Cl:7][C:8]1[C:12]([NH:13][C:14](=[O:24])[CH2:15][CH2:16][S:17][CH2:18][CH2:19][C:20]([F:23])([F:22])[F:21])=[CH:11][NH:10][N:9]=1.C(=O)([O-])[O-].[K+].[K+].Br[C:32]1[CH:33]=[N:34][CH:35]=[CH:36][CH:37]=1, predict the reaction product. The product is: [Cl:7][C:8]1[C:12]([NH:13][C:14](=[O:24])[CH2:15][CH2:16][S:17][CH2:18][CH2:19][C:20]([F:21])([F:22])[F:23])=[CH:11][N:10]([C:32]2[CH:33]=[N:34][CH:35]=[CH:36][CH:37]=2)[N:9]=1. (3) Given the reactants [CH:1]([N:4]1[CH:8]=[C:7]([N+:9]([O-])=O)[N:6]=[CH:5]1)([CH3:3])[CH3:2].[H][H].[Cl:14][C:15]1[N:20]=[C:19](Cl)[N:18]=[C:17]([Cl:22])[N:16]=1, predict the reaction product. The product is: [Cl:14][C:15]1[N:16]=[C:17]([Cl:22])[N:18]=[C:19]([NH:9][C:7]2[N:6]=[CH:5][N:4]([CH:1]([CH3:3])[CH3:2])[CH:8]=2)[N:20]=1. (4) Given the reactants [Cl:1][C:2]1[CH:7]=[CH:6][CH:5]=[CH:4][C:3]=1[CH:8]([C:10]1[C:15]([O:16][CH2:17][O:18][CH2:19][CH2:20][Si:21]([CH3:24])([CH3:23])[CH3:22])=[CH:14][CH:13]=[CH:12][N:11]=1)[OH:9], predict the reaction product. The product is: [Cl:1][C:2]1[CH:7]=[CH:6][CH:5]=[CH:4][C:3]=1[C:8]([C:10]1[C:15]([O:16][CH2:17][O:18][CH2:19][CH2:20][Si:21]([CH3:24])([CH3:23])[CH3:22])=[CH:14][CH:13]=[CH:12][N:11]=1)=[O:9]. (5) Given the reactants FC(F)(F)C(O)=O.[F:8][C:9]1[C:14]([F:15])=[CH:13][CH:12]=[CH:11][C:10]=1[C@H:16]1[CH2:22][N:21]2[C:23]([CH2:26][C:27]([F:30])([F:29])[F:28])=[CH:24][N:25]=[C:20]2[C@H:19]([NH:31]C(=O)OC(C)(C)C)[CH2:18][CH2:17]1.C(=O)(O)[O-].[Na+], predict the reaction product. The product is: [F:8][C:9]1[C:14]([F:15])=[CH:13][CH:12]=[CH:11][C:10]=1[C@H:16]1[CH2:22][N:21]2[C:23]([CH2:26][C:27]([F:30])([F:28])[F:29])=[CH:24][N:25]=[C:20]2[C@H:19]([NH2:31])[CH2:18][CH2:17]1. (6) The product is: [CH3:13][CH:14]1[CH2:19][CH2:18][N:17]([CH2:20][CH2:21][O:22][C:4]2[CH:9]=[CH:8][C:7]([N+:10]([O-:12])=[O:11])=[CH:6][CH:5]=2)[CH2:16][CH2:15]1. Given the reactants [H-].[Na+].F[C:4]1[CH:9]=[CH:8][C:7]([N+:10]([O-:12])=[O:11])=[CH:6][CH:5]=1.[CH3:13][CH:14]1[CH2:19][CH2:18][N:17]([CH2:20][CH2:21][OH:22])[CH2:16][CH2:15]1, predict the reaction product.